From a dataset of Forward reaction prediction with 1.9M reactions from USPTO patents (1976-2016). Predict the product of the given reaction. Given the reactants [Cl:1][C:2]1[CH:7]=[CH:6][CH:5]=[C:4]([Cl:8])[C:3]=1[CH2:9][CH2:10][C:11]1[C:15]([CH2:16][OH:17])=[C:14]([CH:18]([CH3:20])[CH3:19])[O:13][N:12]=1.O[C:22]1[CH:27]=[CH:26][C:25]([C:28]2[CH:37]=[C:36]3[C:31]([CH:32]=[CH:33][C:34]([C:38]([O:40][CH3:41])=[O:39])=[CH:35]3)=[CH:30][CH:29]=2)=[CH:24][CH:23]=1.C1(P(C2C=CC=CC=2)C2C=CC=CC=2)C=CC=CC=1.N(C(OC(C)C)=O)=NC(OC(C)C)=O, predict the reaction product. The product is: [Cl:1][C:2]1[CH:7]=[CH:6][CH:5]=[C:4]([Cl:8])[C:3]=1[CH2:9][CH2:10][C:11]1[C:15]([CH2:16][O:17][C:22]2[CH:23]=[CH:24][C:25]([C:28]3[CH:37]=[C:36]4[C:31]([CH:32]=[CH:33][C:34]([C:38]([O:40][CH3:41])=[O:39])=[CH:35]4)=[CH:30][CH:29]=3)=[CH:26][CH:27]=2)=[C:14]([CH:18]([CH3:20])[CH3:19])[O:13][N:12]=1.